Dataset: Peptide-MHC class II binding affinity with 134,281 pairs from IEDB. Task: Regression. Given a peptide amino acid sequence and an MHC pseudo amino acid sequence, predict their binding affinity value. This is MHC class II binding data. The peptide sequence is TDDNEEPIAAYHFDL. The MHC is HLA-DQA10201-DQB10202 with pseudo-sequence HLA-DQA10201-DQB10202. The binding affinity (normalized) is 0.170.